From a dataset of Forward reaction prediction with 1.9M reactions from USPTO patents (1976-2016). Predict the product of the given reaction. (1) The product is: [F:22][C:21]([F:24])([F:23])[C:19]([OH:25])=[O:20].[Cl:1][CH2:2][C:3]([N:5]1[CH2:10][CH2:9][CH:8]([NH2:11])[CH2:7][CH2:6]1)=[O:4]. Given the reactants [Cl:1][CH2:2][C:3]([N:5]1[CH2:10][CH2:9][CH:8]([NH:11]C(=O)OC(C)(C)C)[CH2:7][CH2:6]1)=[O:4].[C:19]([OH:25])([C:21]([F:24])([F:23])[F:22])=[O:20], predict the reaction product. (2) Given the reactants C(NC(C)C)(C)C.[Li+].CCC[CH2-].[N:13]1([C:24]([O:26][C:27]([CH3:30])([CH3:29])[CH3:28])=[O:25])[CH2:18][CH2:17][CH:16]([C:19]([O:21][CH2:22][CH3:23])=[O:20])[CH2:15][CH2:14]1.[Li+].CC([N-]C(C)C)C.Br[CH2:40][C:41]([CH3:43])=[CH2:42], predict the reaction product. The product is: [CH3:42][C:41](=[CH2:40])[CH2:43][C:16]1([C:19]([O:21][CH2:22][CH3:23])=[O:20])[CH2:15][CH2:14][N:13]([C:24]([O:26][C:27]([CH3:29])([CH3:28])[CH3:30])=[O:25])[CH2:18][CH2:17]1. (3) Given the reactants [Br:1][C:2]1[CH:7]=[C:6]([CH3:8])[C:5]([S:9][C:10]2[C:15]([N+:16]([O-:18])=[O:17])=[C:14]([CH3:19])[N:13]=[C:12]([NH:20][C:21]3[CH:28]=[CH:27][C:24]([C:25]#[N:26])=[CH:23][CH:22]=3)[N:11]=2)=[C:4]([CH3:29])[CH:3]=1.C(O[CH:35](N(C)C)[N:36]([CH3:38])[CH3:37])(C)(C)C, predict the reaction product. The product is: [Br:1][C:2]1[CH:7]=[C:6]([CH3:8])[C:5]([S:9][C:10]2[C:15]([N+:16]([O-:18])=[O:17])=[C:14](/[CH:19]=[CH:35]/[N:36]([CH3:38])[CH3:37])[N:13]=[C:12]([NH:20][C:21]3[CH:28]=[CH:27][C:24]([C:25]#[N:26])=[CH:23][CH:22]=3)[N:11]=2)=[C:4]([CH3:29])[CH:3]=1. (4) Given the reactants [CH2:1]([O:8][C:9]1[CH:10]=[CH:11][C:12]([CH:16]=[CH:17][CH2:18][CH3:19])=[C:13]([OH:15])[CH:14]=1)[C:2]1[CH:7]=[CH:6][CH:5]=[CH:4][CH:3]=1.Br[C:21]([CH3:28])([CH3:27])[C:22]([O:24][CH2:25][CH3:26])=[O:23].C(=O)([O-])[O-].[Cs+].[Cs+], predict the reaction product. The product is: [CH2:25]([O:24][C:22](=[O:23])[C:21]([O:15][C:13]1[CH:14]=[C:9]([O:8][CH2:1][C:2]2[CH:3]=[CH:4][CH:5]=[CH:6][CH:7]=2)[CH:10]=[CH:11][C:12]=1[CH:16]=[CH:17][CH2:18][CH3:19])([CH3:28])[CH3:27])[CH3:26]. (5) Given the reactants P([O-])([O-])([O-])=O.[K+].[K+].[K+].[F:9][C:10]1[CH:15]=[CH:14][C:13](B2OC(C)(C)C(C)(C)O2)=[CH:12][C:11]=1[C@:25]1([CH2:36][F:37])[CH2:30][C@@H:29]([C:31]([F:34])([F:33])[F:32])[O:28][C:27]([NH2:35])=[N:26]1.Br[C:39]1[CH:40]=[CH:41][C:42]([C:45]#[C:46][Si:47]([CH3:50])([CH3:49])[CH3:48])=[N:43][CH:44]=1.CCCCCC, predict the reaction product. The product is: [F:9][C:10]1[CH:15]=[CH:14][C:13]([C:39]2[CH:44]=[N:43][C:42]([C:45]#[C:46][Si:47]([CH3:48])([CH3:50])[CH3:49])=[CH:41][CH:40]=2)=[CH:12][C:11]=1[C@:25]1([CH2:36][F:37])[CH2:30][C@@H:29]([C:31]([F:33])([F:32])[F:34])[O:28][C:27]([NH2:35])=[N:26]1. (6) Given the reactants C=[CH:2][C@H:3](O)[C:4]#[C:5][C:6]#[C:7][CH2:8][C@H:9]([OH:19])[C@@H:10]([OH:18])[CH2:11][CH2:12][CH2:13]CCCC.O(CC=CCCCCCCC)[Si](C(C)(C)C)(C)C, predict the reaction product. The product is: [CH:13]#[C:12][CH2:11][C@H:10]([OH:18])[C@@H:9]([OH:19])[CH2:8][CH2:7][CH2:6][CH2:5][CH2:4][CH2:3][CH3:2]. (7) Given the reactants [CH3:1][C:2]1[CH:7]=[CH:6][N:5]=[C:4]2[N:8]([C:12]3[CH:17]=[CH:16][C:15]([O:18][C:19]4[N:23](COCC[Si](C)(C)C)[C:22]5[CH:32]=[CH:33][CH:34]=[CH:35][C:21]=5[N:20]=4)=[CH:14][CH:13]=3)[C:9](=[O:11])[NH:10][C:3]=12.[ClH:36], predict the reaction product. The product is: [ClH:36].[ClH:36].[NH:20]1[C:21]2[CH:35]=[CH:34][CH:33]=[CH:32][C:22]=2[N:23]=[C:19]1[O:18][C:15]1[CH:16]=[CH:17][C:12]([N:8]2[C:4]3=[N:5][CH:6]=[CH:7][C:2]([CH3:1])=[C:3]3[NH:10][C:9]2=[O:11])=[CH:13][CH:14]=1. (8) Given the reactants [CH2:1]([O:5][CH2:6][C:7]1[CH:12]=[CH:11][CH:10]=[CH:9][CH:8]=1)[C@H:2]1[O:4][CH2:3]1.[OH-:13].[K+].[CH3:15]O, predict the reaction product. The product is: [CH2:6]([O:5][CH2:1][C@@H:2]([OH:4])[CH2:3][O:13][CH3:15])[C:7]1[CH:12]=[CH:11][CH:10]=[CH:9][CH:8]=1. (9) Given the reactants Cl.Cl.Cl.[CH3:4][C:5]1[C:9]([C:10]2[C:19]3[O:18][CH2:17][C@H:16]([C:20]4[CH:25]=[CH:24][CH:23]=[CH:22][N:21]=4)[N:15]4[C:26]([N:28]5[CH2:33][CH2:32][NH:31][CH2:30][CH2:29]5)=[N:27][C:13]([C:14]=34)=[CH:12][CH:11]=2)=[C:8]([CH3:34])[O:7][N:6]=1.C(N(CC)CC)C.[C:42](Cl)(=[O:46])[CH:43]([CH3:45])[CH3:44], predict the reaction product. The product is: [CH3:4][C:5]1[C:9]([C:10]2[C:19]3[O:18][CH2:17][C@H:16]([C:20]4[CH:25]=[CH:24][CH:23]=[CH:22][N:21]=4)[N:15]4[C:26]([N:28]5[CH2:33][CH2:32][N:31]([C:42](=[O:46])[CH:43]([CH3:45])[CH3:44])[CH2:30][CH2:29]5)=[N:27][C:13]([C:14]=34)=[CH:12][CH:11]=2)=[C:8]([CH3:34])[O:7][N:6]=1. (10) Given the reactants C(OC(C1NC=CC=1)=O)C.C(I)C.[CH2:14]([N:16]1[CH:20]=[CH:19][CH:18]=[C:17]1[C:21]([OH:23])=[O:22])[CH3:15].[CH2:24]([O:26][C:27](=[O:35])[CH2:28][C:29]1[N:30]=[C:31]([NH2:34])[S:32][CH:33]=1)[CH3:25], predict the reaction product. The product is: [CH2:14]([N:16]1[CH:20]=[CH:19][CH:18]=[C:17]1[C:21]([OH:23])=[O:22])[CH3:15].[CH2:24]([O:26][C:27](=[O:35])[CH2:28][C:29]1[N:30]=[C:31]([NH:34][C:21]([C:17]2[N:16]([CH2:14][CH3:15])[CH:20]=[CH:19][CH:18]=2)=[O:23])[S:32][CH:33]=1)[CH3:25].